This data is from Reaction yield outcomes from USPTO patents with 853,638 reactions. The task is: Predict the reaction yield, written as a fraction of the theoretical maximum amount of product (1.0 means a 100% yield; for example, 0.34 means a 34% yield). (1) The reactants are Br[CH:2]1[C:7](=[O:8])[CH2:6][CH2:5][CH2:4][C:3]1=O.[CH3:10][NH:11][C:12]([NH2:14])=[S:13]. The catalyst is N1C=CC=CC=1. The product is [CH3:10][NH:11][C:12]1[S:13][C:2]2[C:7](=[O:8])[CH2:6][CH2:5][CH2:4][C:3]=2[N:14]=1. The yield is 0.430. (2) The reactants are [CH2:1]([O:3][C:4]1[C:13]([CH2:14][CH3:15])=[CH:12][CH:11]=[C:10]([NH:16][S:17]([C:20]2[CH:25]=[CH:24][CH:23]=[CH:22][C:21]=2[F:26])(=[O:19])=[O:18])[C:5]=1[C:6]([O:8]C)=[O:7])[CH3:2].O.[OH-].[Li+].Cl. The catalyst is O1CCOCC1.O. The product is [CH2:1]([O:3][C:4]1[C:13]([CH2:14][CH3:15])=[CH:12][CH:11]=[C:10]([NH:16][S:17]([C:20]2[CH:25]=[CH:24][CH:23]=[CH:22][C:21]=2[F:26])(=[O:18])=[O:19])[C:5]=1[C:6]([OH:8])=[O:7])[CH3:2]. The yield is 0.948. (3) The reactants are [Br:1][C:2]1[CH:3]=[C:4](/[CH:9]=[CH:10]/[C:11]([N:13]([C:15]2([C:28]([OH:30])=O)[CH2:20][CH2:19][N:18]([C:21]([O:23][C:24]([CH3:27])([CH3:26])[CH3:25])=[O:22])[CH2:17][CH2:16]2)[CH3:14])=[O:12])[CH:5]=[CH:6][C:7]=1[F:8].Cl.[F:32][C:33]1[CH:44]=[C:43]2[C:36]([NH:37][CH:38]=[C:39]2[CH2:40][CH2:41][NH2:42])=[CH:35][CH:34]=1.C(N(C(C)C)CC)(C)C.F[P-](F)(F)(F)(F)F.N1(OC(N(C)C)=[N+](C)C)C2N=CC=CC=2N=N1. The catalyst is CN(C=O)C. The product is [Br:1][C:2]1[CH:3]=[C:4](/[CH:9]=[CH:10]/[C:11]([N:13]([C:15]2([C:28](=[O:30])[NH:42][CH2:41][CH2:40][C:39]3[C:43]4[C:36](=[CH:35][CH:34]=[C:33]([F:32])[CH:44]=4)[NH:37][CH:38]=3)[CH2:16][CH2:17][N:18]([C:21]([O:23][C:24]([CH3:26])([CH3:27])[CH3:25])=[O:22])[CH2:19][CH2:20]2)[CH3:14])=[O:12])[CH:5]=[CH:6][C:7]=1[F:8]. The yield is 0.680. (4) The reactants are [C:1]12([CH2:11][OH:12])[CH2:10][CH:5]3[CH2:6][CH:7]([CH2:9][CH:3]([CH2:4]3)[CH2:2]1)[CH2:8]2.CC(C)([O-])C.[K+].[Cl:19][C:20]1[C:21](F)=[CH:22][C:23]([F:33])=[C:24]([CH:32]=1)[C:25]([NH:27][S:28]([CH3:31])(=[O:30])=[O:29])=[O:26]. The catalyst is CS(C)=O. The product is [C:1]12([CH2:11][O:12][C:21]3[C:20]([Cl:19])=[CH:32][C:24]([C:25]([NH:27][S:28]([CH3:31])(=[O:30])=[O:29])=[O:26])=[C:23]([F:33])[CH:22]=3)[CH2:8][CH:7]3[CH2:6][CH:5]([CH2:4][CH:3]([CH2:9]3)[CH2:2]1)[CH2:10]2. The yield is 0.460.